From a dataset of Full USPTO retrosynthesis dataset with 1.9M reactions from patents (1976-2016). Predict the reactants needed to synthesize the given product. (1) Given the product [Br:1][C:2]1[CH:7]=[CH:6][C:5]([CH:8]2[N:22]([CH2:23][CH2:24][N:25]3[CH2:30][CH2:29][O:28][CH2:27][CH2:26]3)[CH:31]([C:32]3[CH:37]=[CH:36][CH:35]=[CH:34][CH:33]=3)[N:11]([C:12]3[CH:13]=[CH:14][C:15]([C:18]([F:19])([F:21])[F:20])=[CH:16][CH:17]=3)[C:9]2=[O:10])=[CH:4][CH:3]=1, predict the reactants needed to synthesize it. The reactants are: [Br:1][C:2]1[CH:7]=[CH:6][C:5]([CH:8]([NH:22][CH2:23][CH2:24][N:25]2[CH2:30][CH2:29][O:28][CH2:27][CH2:26]2)[C:9]([NH:11][C:12]2[CH:17]=[CH:16][C:15]([C:18]([F:21])([F:20])[F:19])=[CH:14][CH:13]=2)=[O:10])=[CH:4][CH:3]=1.[CH:31](=O)[C:32]1[CH:37]=[CH:36][CH:35]=[CH:34][CH:33]=1.C1(C)C=CC(S(O)(=O)=O)=CC=1.S([O-])([O-])(=O)=O.[Na+].[Na+]. (2) Given the product [CH3:1][S:2]([C:5]1[CH:6]=[CH:7][C:8]([CH2:11][O:12][CH2:13][C@@H:14]2[CH2:16][C@@H:15]2[CH:17]2[CH2:22][CH2:21][NH:20][CH2:19][CH2:18]2)=[N:9][CH:10]=1)(=[O:3])=[O:4], predict the reactants needed to synthesize it. The reactants are: [CH3:1][S:2]([C:5]1[CH:6]=[CH:7][C:8]([CH2:11][O:12][CH2:13][C@@H:14]2[CH2:16][C@@H:15]2[CH:17]2[CH2:22][CH2:21][N:20](C(OC(C)(C)C)=O)[CH2:19][CH2:18]2)=[N:9][CH:10]=1)(=[O:4])=[O:3].FC(F)(F)C(O)=O.N. (3) Given the product [OH:22][C@H:9]([C:10]1[C:19]2[C:14](=[CH:15][CH:16]=[C:17]([O:20][CH3:21])[CH:18]=2)[N:13]=[CH:12][CH:11]=1)[CH2:8][N:5]1[CH2:6][CH2:7][CH:2]([NH:1][CH2:35][C:32]2[CH:33]=[CH:34][C:28]3[S:27][CH2:26][C:25](=[O:24])[NH:30][C:29]=3[CH:31]=2)[CH2:3][C:4]1=[O:23], predict the reactants needed to synthesize it. The reactants are: [NH2:1][CH:2]1[CH2:7][CH2:6][N:5]([CH2:8][C@H:9]([OH:22])[C:10]2[C:19]3[C:14](=[CH:15][CH:16]=[C:17]([O:20][CH3:21])[CH:18]=3)[N:13]=[CH:12][CH:11]=2)[C:4](=[O:23])[CH2:3]1.[O:24]=[C:25]1[NH:30][C:29]2[CH:31]=[C:32]([CH:35]=O)[CH:33]=[CH:34][C:28]=2[S:27][CH2:26]1.[O-]S([O-])(=O)=O.[Na+].[Na+].[BH4-].[Na+]. (4) The reactants are: [C:1]([N:4]([CH2:23][C:24]1[CH:29]=[C:28]([C:30]([F:33])([F:32])[F:31])[CH:27]=[C:26]([C:34]([F:37])([F:36])[F:35])[CH:25]=1)[CH:5]1[CH2:11][CH2:10][CH2:9][N:8]([C:12]([O:14][CH:15]([CH3:17])[CH3:16])=[O:13])[C:7]2[C:18](Br)=[CH:19][CH:20]=[CH:21][C:6]1=2)(=[O:3])[CH3:2].C([N:41](CC1C=C(C(F)(F)F)C=C(C(F)(F)F)C=1)C1CCCN(C(OC(C)C)=O)C2C=C(N)C=CC1=2)(=O)C. Given the product [C:1]([N:4]([CH2:23][C:24]1[CH:29]=[C:28]([C:30]([F:33])([F:32])[F:31])[CH:27]=[C:26]([C:34]([F:37])([F:36])[F:35])[CH:25]=1)[CH:5]1[CH2:11][CH2:10][CH2:9][N:8]([C:12]([O:14][CH:15]([CH3:17])[CH3:16])=[O:13])[C:7]2[C:18]([NH2:41])=[CH:19][CH:20]=[CH:21][C:6]1=2)(=[O:3])[CH3:2], predict the reactants needed to synthesize it. (5) Given the product [CH3:23][O:22][C:20]1[CH:19]=[CH:18][C:17]([NH:28][C:29]([C:31]2[CH:32]=[C:33]([CH:41]=[CH:42][CH:43]=2)[CH2:34][S:35][CH2:36][CH2:37][C:38]([OH:40])=[O:39])=[O:30])=[C:16]([C:12]2[CH:11]=[C:10]([C:8](=[O:9])[NH:7][CH2:6][C:5]3[CH:44]=[CH:45][CH:46]=[C:3]([C:2]([F:48])([F:47])[F:1])[CH:4]=3)[CH:15]=[CH:14][N:13]=2)[CH:21]=1, predict the reactants needed to synthesize it. The reactants are: [F:1][C:2]([F:48])([F:47])[C:3]1[CH:4]=[C:5]([CH:44]=[CH:45][CH:46]=1)[CH2:6][NH:7][C:8]([C:10]1[CH:15]=[CH:14][N:13]=[C:12]([C:16]2[CH:21]=[C:20]([O:22][CH2:23]C(F)(F)F)[CH:19]=[CH:18][C:17]=2[NH:28][C:29]([C:31]2[CH:32]=[C:33]([CH:41]=[CH:42][CH:43]=2)[CH2:34][S:35][CH2:36][CH2:37][C:38]([OH:40])=[O:39])=[O:30])[CH:11]=1)=[O:9]. (6) Given the product [C:18]([CH:17]([NH:16][C:2]1[C:11]([C:12]([OH:14])=[O:13])=[CH:10][C:9]2[C:4](=[CH:5][CH:6]=[C:7]([Cl:15])[CH:8]=2)[N:3]=1)[CH2:21][C:22]1[CH:23]=[CH:24][C:25]([O:28][C:29]2[CH:34]=[CH:33][C:32]([I:35])=[CH:31][N:30]=2)=[CH:26][CH:27]=1)([OH:20])=[O:19], predict the reactants needed to synthesize it. The reactants are: Cl[C:2]1[C:11]([C:12]([OH:14])=[O:13])=[CH:10][C:9]2[C:4](=[CH:5][CH:6]=[C:7]([Cl:15])[CH:8]=2)[N:3]=1.[NH2:16][C@@H:17]([CH2:21][C:22]1[CH:27]=[CH:26][C:25]([O:28][C:29]2[CH:34]=[CH:33][C:32]([I:35])=[CH:31][N:30]=2)=[CH:24][CH:23]=1)[C:18]([OH:20])=[O:19].